This data is from Reaction yield outcomes from USPTO patents with 853,638 reactions. The task is: Predict the reaction yield, written as a fraction of the theoretical maximum amount of product (1.0 means a 100% yield; for example, 0.34 means a 34% yield). (1) The reactants are [Br:1][CH2:2][C:3](=O)[C@@H:4]([NH:15]C(=O)OC(C)(C)C)[CH2:5][C:6]1[CH:11]=[CH:10][C:9]([N+:12]([O-:14])=[O:13])=[CH:8][CH:7]=1.[S:24]1[CH:28]=[CH:27][CH:26]=[C:25]1[C:29](=[S:31])[NH2:30].C(OCC)C. The catalyst is CC#N. The product is [BrH:1].[N+:12]([C:9]1[CH:8]=[CH:7][C:6]([CH2:5][C@@H:4]([C:3]2[N:30]=[C:29]([C:25]3[S:24][CH:28]=[CH:27][CH:26]=3)[S:31][CH:2]=2)[NH2:15])=[CH:11][CH:10]=1)([O-:14])=[O:13]. The yield is 0.870. (2) The reactants are N1[CH:6]=[CH:5]C=CC=1.[CH2:7]([C:9]1([OH:12])[CH2:11][CH2:10]1)[CH3:8].[Br:13][CH2:14][C:15](Br)=[O:16]. The catalyst is ClCCl. The product is [Br:13][CH2:14][C:15]([O:12][C:9]1([CH2:7][CH3:8])[CH2:11][CH2:10][CH2:6][CH2:5]1)=[O:16]. The yield is 0.840. (3) The reactants are [CH2:1]([S:4][C@:5]1([C:33]2[CH:38]=[CH:37][C:36]([C:39]3[CH:44]=[CH:43][CH:42]=[CH:41][CH:40]=3)=[CH:35][CH:34]=2)[CH2:9][N:8]([C:10](=[O:28])[C@@H:11]([NH:20][C:21]([O:23][C:24]([CH3:27])([CH3:26])[CH3:25])=[O:22])[CH2:12][CH2:13][CH2:14][CH2:15][CH2:16][CH2:17]C=C)[C@H:7]([C:29]([O:31][CH3:32])=[O:30])[CH2:6]1)[CH:2]=[CH2:3].SC1N=CC=CC=1C(O)=O. The catalyst is ClCCl.CC1C=C(C)C(N2C(=[Ru](Cl)(Cl)=CC3C=CC=CC=3OC(C)C)N(C3C(C)=CC(C)=CC=3C)CC2)=C(C)C=1. The product is [C:36]1([C:39]2[CH:40]=[CH:41][CH:42]=[CH:43][CH:44]=2)[CH:35]=[CH:34][C:33]([C@@:5]23[CH2:9][N:8]([C@H:7]([C:29]([O:31][CH3:32])=[O:30])[CH2:6]2)[C:10](=[O:28])[C@@H:11]([NH:20][C:21]([O:23][C:24]([CH3:25])([CH3:26])[CH3:27])=[O:22])[CH2:12][CH2:13][CH2:14][CH2:15][CH2:16][CH2:17][CH:3]=[CH:2][CH2:1][S:4]3)=[CH:38][CH:37]=1. The yield is 0.750. (4) The reactants are [CH3:1][O:2][C:3]1[CH:4]=[N:5][CH:6]=[C:7]([CH:9]=O)[CH:8]=1.C([O:13][C:14](=O)[CH2:15][C:16]#[N:17])C.Cl.[NH2:20][C:21]([NH2:23])=[NH:22].C(=O)([O-])[O-].[K+].[K+]. The catalyst is C(O)C. The product is [NH2:23][C:21]1[N:22]=[C:14]([OH:13])[C:15]([C:16]#[N:17])=[C:9]([C:7]2[CH:6]=[N:5][CH:4]=[C:3]([O:2][CH3:1])[CH:8]=2)[N:20]=1. The yield is 0.802. (5) The reactants are [H-].[Na+].[C:3]([O:7][C:8](=[O:38])[NH:9][C:10]1[CH:15]=[CH:14][C:13]([O:16][CH2:17][C:18]2[N:19]([C:26]3[CH:31]=[CH:30][CH:29]=[CH:28][C:27]=3[O:32][C:33]([F:36])([F:35])[F:34])[N:20]=[CH:21][C:22]=2[CH:23]2[CH2:25][CH2:24]2)=[CH:12][C:11]=1[CH3:37])([CH3:6])([CH3:5])[CH3:4].I[CH3:40]. The catalyst is CN(C=O)C. The product is [C:3]([O:7][C:8](=[O:38])[N:9]([C:10]1[CH:15]=[CH:14][C:13]([O:16][CH2:17][C:18]2[N:19]([C:26]3[CH:31]=[CH:30][CH:29]=[CH:28][C:27]=3[O:32][C:33]([F:36])([F:34])[F:35])[N:20]=[CH:21][C:22]=2[CH:23]2[CH2:25][CH2:24]2)=[CH:12][C:11]=1[CH3:37])[CH3:40])([CH3:6])([CH3:5])[CH3:4]. The yield is 0.980.